From a dataset of Reaction yield outcomes from USPTO patents with 853,638 reactions. Predict the reaction yield, written as a fraction of the theoretical maximum amount of product (1.0 means a 100% yield; for example, 0.34 means a 34% yield). (1) The reactants are Cl[C:2]1[C:11]([C:12]#[N:13])=[CH:10][C:9]2[CH2:8][CH2:7][CH2:6][C:5]([CH3:15])([CH3:14])[C:4]=2[N:3]=1.[CH3:16][CH:17]1[CH2:22][CH2:21][NH:20][CH2:19][CH2:18]1. The catalyst is O. The product is [CH3:14][C:5]1([CH3:15])[C:4]2[N:3]=[C:2]([N:20]3[CH2:21][CH2:22][CH:17]([CH3:16])[CH2:18][CH2:19]3)[C:11]([C:12]#[N:13])=[CH:10][C:9]=2[CH2:8][CH2:7][CH2:6]1. The yield is 0.780. (2) The reactants are [S:1]1[CH:5]=[CH:4][CH:3]=[C:2]1[C:6]([OH:8])=O.C1C=CC2N(O)N=NC=2C=1.CCN=C=NCCCN(C)C.Cl.CCN(CC)CC.[CH3:38][O:39][C:40]1[CH:49]=[C:48]([O:50][CH3:51])[CH:47]=[C:46]2[C:41]=1[C:42](=[O:64])[NH:43][C:44]([C:52]1[CH:57]=[CH:56][C:55]([N:58]3[CH2:63][CH2:62][NH:61][CH2:60][CH2:59]3)=[CH:54][CH:53]=1)=[N:45]2. The catalyst is C1COCC1. The product is [CH3:38][O:39][C:40]1[CH:49]=[C:48]([O:50][CH3:51])[CH:47]=[C:46]2[C:41]=1[C:42](=[O:64])[NH:43][C:44]([C:52]1[CH:57]=[CH:56][C:55]([N:58]3[CH2:59][CH2:60][N:61]([C:6]([C:2]4[S:1][CH:5]=[CH:4][CH:3]=4)=[O:8])[CH2:62][CH2:63]3)=[CH:54][CH:53]=1)=[N:45]2. The yield is 0.300.